From a dataset of Forward reaction prediction with 1.9M reactions from USPTO patents (1976-2016). Predict the product of the given reaction. (1) Given the reactants [C:1]([O:5][C:6]([N:8]1[CH2:12][CH2:11][C@@H:10]([NH:13][C:14]2[N:19]=[CH:18][C:17](/[CH:20]=[CH:21]/[C:22]([OH:24])=O)=[CH:16][CH:15]=2)[CH2:9]1)=[O:7])([CH3:4])([CH3:3])[CH3:2].C1C=CC2[N:33]([OH:34])N=NC=2C=1.CCN=C=N[CH2:40][CH2:41][CH2:42]N(C)C.[C:46](OCC)([CH3:48])=[O:47].O, predict the reaction product. The product is: [O:24]=[C:22]([NH:33][O:34][CH:40]1[CH2:41][CH2:42][CH2:48][CH2:46][O:47]1)/[CH:21]=[CH:20]/[C:17]1[CH:16]=[CH:15][C:14]([NH:13][C@@H:10]2[CH2:11][CH2:12][N:8]([C:6]([O:5][C:1]([CH3:2])([CH3:3])[CH3:4])=[O:7])[CH2:9]2)=[N:19][CH:18]=1. (2) Given the reactants [NH2:1][C:2]1[S:3][C:4]([C:17]2[CH:22]=[CH:21][CH:20]=[C:19]([F:23])[CH:18]=2)=[C:5]([C:7]([N:9]2[C@H:14]([CH2:15][NH2:16])[CH2:13][C@H:12]3[C@@H:10]2[CH2:11]3)=[O:8])[N:6]=1.[NH:24]1[C:32]2[C:27](=[CH:28][CH:29]=[CH:30][CH:31]=2)[C:26]([C:33](O)=[O:34])=[N:25]1, predict the reaction product. The product is: [NH2:1][C:2]1[S:3][C:4]([C:17]2[CH:22]=[CH:21][CH:20]=[C:19]([F:23])[CH:18]=2)=[C:5]([C:7]([N:9]2[C@H:14]([CH2:15][NH:16][C:33]([C:26]3[C:27]4[C:32](=[CH:31][CH:30]=[CH:29][CH:28]=4)[NH:24][N:25]=3)=[O:34])[CH2:13][C@H:12]3[C@@H:10]2[CH2:11]3)=[O:8])[N:6]=1. (3) Given the reactants CI.[C:3](=[O:6])([O-])[O-].[K+].[K+].[Br:9][C:10]1[C:11](O)=[N:12][CH:13]=[CH:14][CH:15]=1, predict the reaction product. The product is: [Br:9][C:10]1[C:3](=[O:6])[N:12]([CH3:11])[CH:13]=[CH:14][CH:15]=1. (4) Given the reactants [OH-].[Na+].C[O:4][C:5](=[O:28])[C:6]1[C:11]([NH:12][C:13]2[CH:18]=[CH:17][C:16]([I:19])=[CH:15][C:14]=2[F:20])=[CH:10][N:9]=[CH:8][C:7]=1[C:21]1[CH:26]=[CH:25][CH:24]=[CH:23][C:22]=1[F:27], predict the reaction product. The product is: [F:27][C:22]1[CH:23]=[CH:24][CH:25]=[CH:26][C:21]=1[C:7]1[CH:8]=[N:9][CH:10]=[C:11]([NH:12][C:13]2[CH:18]=[CH:17][C:16]([I:19])=[CH:15][C:14]=2[F:20])[C:6]=1[C:5]([OH:28])=[O:4]. (5) Given the reactants [Br:1][C:2]1[CH:3]=[C:4]([CH2:10][C:11](N(OC)C)=[O:12])[CH:5]=[CH:6][C:7]=1[O:8][CH3:9].[CH2:17]([Mg]Br)[CH3:18], predict the reaction product. The product is: [Br:1][C:2]1[CH:3]=[C:4]([CH2:10][C:11](=[O:12])[CH2:17][CH3:18])[CH:5]=[CH:6][C:7]=1[O:8][CH3:9]. (6) Given the reactants [CH2:1]([O:3][C:4]1[CH:14]=[CH:13][C:7]([O:8][CH:9]2[CH2:12][NH:11][CH2:10]2)=[CH:6][CH:5]=1)[CH3:2].C(OC(=O)[NH:21][C@H:22]([C:24]1[CH:29]=[CH:28][C:27](Br)=[CH:26][CH:25]=1)[CH3:23])(C)(C)C.CC([O-])(C)C.[K+].C(P(C(C)(C)C)C1C=CC=CC=1C1C=CC=CC=1)(C)(C)C, predict the reaction product. The product is: [CH2:1]([O:3][C:4]1[CH:14]=[CH:13][C:7]([O:8][CH:9]2[CH2:12][N:11]([C:27]3[CH:28]=[CH:29][C:24]([C@@H:22]([NH2:21])[CH3:23])=[CH:25][CH:26]=3)[CH2:10]2)=[CH:6][CH:5]=1)[CH3:2]. (7) Given the reactants [CH:1]1[CH2:5][CH:4]=[CH:3]C=1.[F:6][C:7]([C:10](=[CH2:14])[C:11]([OH:13])=[O:12])([F:9])[F:8].[CH3:15]CCCCC, predict the reaction product. The product is: [F:6][C:7]([F:9])([F:8])[C:10]1([C:11]([OH:13])=[O:12])[CH2:15][CH:5]2[CH2:1][CH:14]1[CH:3]=[CH:4]2. (8) Given the reactants C([O-])(=O)C.[O:5]=[C:6]1[C@@H:9]([NH3+:10])[CH2:8][NH:7]1.CCN(C(C)C)C(C)C.[CH:20]1([CH2:25][CH2:26][CH2:27][O:28][C:29](N2C=CC=CC2=O)=[O:30])[CH2:24][CH2:23][CH2:22][CH2:21]1, predict the reaction product. The product is: [CH:20]1([CH2:25][CH2:26][CH2:27][O:28][C:29](=[O:30])[NH:10][C@H:9]2[CH2:8][NH:7][C:6]2=[O:5])[CH2:24][CH2:23][CH2:22][CH2:21]1. (9) Given the reactants [Cl:1][C:2]1[CH:3]=[N+:4]([O-:46])[CH:5]=[C:6]([Cl:45])[C:7]=1[CH2:8][C@@H:9]([C:30]1[CH:35]=[CH:34][C:33]([O:36][CH:37]([F:39])[F:38])=[C:32]([O:40][CH2:41][CH:42]2[CH2:44][CH2:43]2)[CH:31]=1)[O:10][C:11]([C:13]1[N:14]([S:18]([C:21]2[CH:26]=[CH:25][C:24]([N+:27]([O-])=O)=[CH:23][CH:22]=2)(=[O:20])=[O:19])[CH:15]=[CH:16][CH:17]=1)=[O:12].O.O.[Sn](Cl)Cl, predict the reaction product. The product is: [NH2:27][C:24]1[CH:23]=[CH:22][C:21]([S:18]([N:14]2[CH:15]=[CH:16][CH:17]=[C:13]2[C:11]([O:10][C@H:9]([C:30]2[CH:35]=[CH:34][C:33]([O:36][CH:37]([F:38])[F:39])=[C:32]([O:40][CH2:41][CH:42]3[CH2:44][CH2:43]3)[CH:31]=2)[CH2:8][C:7]2[C:2]([Cl:1])=[CH:3][N+:4]([O-:46])=[CH:5][C:6]=2[Cl:45])=[O:12])(=[O:20])=[O:19])=[CH:26][CH:25]=1.